Predict the reactants needed to synthesize the given product. From a dataset of Full USPTO retrosynthesis dataset with 1.9M reactions from patents (1976-2016). (1) Given the product [F:63][C:35]1([F:62])[C@H:36]([O:37][Si:38]([CH:42]([CH3:43])[CH3:44])([CH:39]([CH3:40])[CH3:41])[CH:45]([CH3:47])[CH3:46])[C@@H:48]([CH2:50][O:51][Si:52]([CH:53]([CH3:55])[CH3:54])([CH:56]([CH3:58])[CH3:57])[CH:59]([CH3:61])[CH3:60])[O:49][C@H:33]1[N:9]1[CH:10]=[CH:11][C:6]([NH2:5])=[N:7][C:8]1=[O:12], predict the reactants needed to synthesize it. The reactants are: C[Si]([N:5]([Si](C)(C)C)[C:6]1[CH:11]=[CH:10][NH:9][C:8](=[O:12])[N:7]=1)(C)C.[Si](OS(C(F)(F)F)(=O)=O)(C)(C)C.CS([C:33]1([O:49][C@H:48]([CH2:50][O:51][Si:52]([CH:59]([CH3:61])[CH3:60])([CH:56]([CH3:58])[CH3:57])[CH:53]([CH3:55])[CH3:54])[C@@H:36]([O:37][Si:38]([CH:45]([CH3:47])[CH3:46])([CH:42]([CH3:44])[CH3:43])[CH:39]([CH3:41])[CH3:40])[C:35]1([F:63])[F:62])O)(=O)=O. (2) The reactants are: C(N(C(C)C)CC)(C)C.[C:10]([N:13]1[CH2:18][CH2:17][NH:16][CH2:15][CH2:14]1)(=[O:12])[CH3:11].[Cl:19][C:20]1[C:25]([C:26]2[CH:31]=[CH:30][CH:29]=[CH:28][CH:27]=2)=[N:24][N:23]=[C:22]2[N:32]([CH2:41][C:42](O)=[O:43])[N:33]=[C:34]([C:35]3[CH:40]=[CH:39][CH:38]=[CH:37][CH:36]=3)[C:21]=12.Cl.CN(C)CCCN=C=NCC.OC1C=CC=C[N+]=1[O-]. Given the product [C:10]([N:13]1[CH2:18][CH2:17][N:16]([C:42](=[O:43])[CH2:41][N:32]2[C:22]3=[N:23][N:24]=[C:25]([C:26]4[CH:31]=[CH:30][CH:29]=[CH:28][CH:27]=4)[C:20]([Cl:19])=[C:21]3[C:34]([C:35]3[CH:40]=[CH:39][CH:38]=[CH:37][CH:36]=3)=[N:33]2)[CH2:15][CH2:14]1)(=[O:12])[CH3:11], predict the reactants needed to synthesize it. (3) Given the product [Cl:1][C:2]1[CH:7]=[CH:6][CH:5]=[CH:4][C:3]=1/[CH:8]=[CH:9]/[C:10]([N:34]=[N+:35]=[N-:36])=[O:12], predict the reactants needed to synthesize it. The reactants are: [Cl:1][C:2]1[CH:7]=[CH:6][CH:5]=[CH:4][C:3]=1/[CH:8]=[CH:9]/[C:10]([OH:12])=O.C(N(CC)CC)C.C1C=CC(P([N:34]=[N+:35]=[N-:36])(C2C=CC=CC=2)=O)=CC=1. (4) Given the product [N:1]1([C:10]2[CH:11]=[CH:12][C:13]([CH2:16][C:17]([NH:32][C:29]3[CH:30]=[CH:31][C:26]([N:25]([CH2:24][CH2:23][CH2:22][N:21]([CH3:20])[CH3:38])[CH3:37])=[C:27]([C:33]([F:34])([F:35])[F:36])[CH:28]=3)=[O:19])=[CH:14][CH:15]=2)[C:5]2[CH:6]=[CH:7][CH:8]=[CH:9][C:4]=2[N:3]=[CH:2]1, predict the reactants needed to synthesize it. The reactants are: [N:1]1([C:10]2[CH:15]=[CH:14][C:13]([CH2:16][C:17]([OH:19])=O)=[CH:12][CH:11]=2)[C:5]2[CH:6]=[CH:7][CH:8]=[CH:9][C:4]=2[N:3]=[CH:2]1.[CH3:20][N:21]([CH3:38])[CH2:22][CH2:23][CH2:24][N:25]([CH3:37])[C:26]1[CH:31]=[CH:30][C:29]([NH2:32])=[CH:28][C:27]=1[C:33]([F:36])([F:35])[F:34].